This data is from Catalyst prediction with 721,799 reactions and 888 catalyst types from USPTO. The task is: Predict which catalyst facilitates the given reaction. (1) Reactant: [F:1][CH:2]([F:37])[C:3]1[CH:7]=[C:6]([CH:8]([F:10])[F:9])[N:5]([CH2:11][C:12]([N:14]2[CH2:19][CH2:18][CH:17]([C:20]3[S:21][CH:22]=[C:23]([C:25]4[CH2:29][CH:28]([C:30]5[CH:35]=[CH:34][CH:33]=[CH:32][C:31]=5[OH:36])[O:27][N:26]=4)[N:24]=3)[CH2:16][CH2:15]2)=[O:13])[N:4]=1.C(=O)([O-])[O-].[K+].[K+].[I-].[K+].Br[CH2:47][C:48]#[CH:49].Cl. Product: [F:37][CH:2]([F:1])[C:3]1[CH:7]=[C:6]([CH:8]([F:10])[F:9])[N:5]([CH2:11][C:12]([N:14]2[CH2:15][CH2:16][CH:17]([C:20]3[S:21][CH:22]=[C:23]([C:25]4[CH2:29][CH:28]([C:30]5[CH:35]=[CH:34][CH:33]=[CH:32][C:31]=5[O:36][CH2:49][C:48]#[CH:47])[O:27][N:26]=4)[N:24]=3)[CH2:18][CH2:19]2)=[O:13])[N:4]=1. The catalyst class is: 3. (2) Reactant: [C:1]1([C:7]23[CH2:14][CH2:13][C:10]([C:15](OCC)=[O:16])([CH2:11][CH2:12]2)[CH2:9][CH2:8]3)[CH:6]=[CH:5][CH:4]=[CH:3][CH:2]=1.Cl.[CH3:21][NH:22][O:23][CH3:24].C([Mg]Cl)(C)C. Product: [CH3:24][O:23][N:22]([CH3:21])[C:15]([C:10]12[CH2:11][CH2:12][C:7]([C:1]3[CH:2]=[CH:3][CH:4]=[CH:5][CH:6]=3)([CH2:14][CH2:13]1)[CH2:8][CH2:9]2)=[O:16]. The catalyst class is: 1. (3) Reactant: [NH2:1][CH:2]1[CH2:7][CH2:6][N:5]([C:8]2[CH:17]=[CH:16][C:15]3[C:10](=[CH:11][CH:12]=[C:13]([Cl:28])[C:14]=3[NH:18][C:19](=[O:27])[CH2:20][CH:21]3[CH2:26][CH2:25][CH2:24][CH2:23][CH2:22]3)[N:9]=2)[CH2:4][CH2:3]1.C(N(CC)CC)C.[S:36](O[S:36]([C:39]([F:42])([F:41])[F:40])(=[O:38])=[O:37])([C:39]([F:42])([F:41])[F:40])(=[O:38])=[O:37]. Product: [Cl:28][C:13]1[C:14]([NH:18][C:19](=[O:27])[CH2:20][CH:21]2[CH2:26][CH2:25][CH2:24][CH2:23][CH2:22]2)=[C:15]2[C:10](=[CH:11][CH:12]=1)[N:9]=[C:8]([N:5]1[CH2:4][CH2:3][CH:2]([NH:1][S:36]([C:39]([F:42])([F:41])[F:40])(=[O:38])=[O:37])[CH2:7][CH2:6]1)[CH:17]=[CH:16]2. The catalyst class is: 4. (4) Reactant: [F:1][C:2]1[CH:3]=[CH:4][C:5]([O:15][CH3:16])=[C:6]([C:8]([CH3:14])([CH3:13])[CH2:9][C:10](=[O:12])[CH3:11])[CH:7]=1.[Br-:17].[Br-].[Br-].C([N+](C)(C)C)C1C=CC=CC=1.C([N+](C)(C)C)C1C=CC=CC=1.C([N+](C)(C)C)C1C=CC=CC=1. Product: [Br:17][CH2:11][C:10](=[O:12])[CH2:9][C:8]([C:6]1[CH:7]=[C:2]([F:1])[CH:3]=[CH:4][C:5]=1[O:15][CH3:16])([CH3:13])[CH3:14]. The catalyst class is: 61. (5) The catalyst class is: 5. Reactant: [Cl:1][C:2]1[CH:3]=[CH:4][C:5]([O:10][CH2:11][S:12]([CH3:14])=[O:13])=[C:6]([CH:9]=1)[CH:7]=O.[Cl:15][C:16]1[CH:24]=[C:23]2[C:19]([CH2:20][C:21](=[O:25])[NH:22]2)=[CH:18][CH:17]=1.N1CCCC1. Product: [Cl:15][C:16]1[CH:24]=[C:23]2[C:19](/[C:20](=[CH:7]/[C:6]3[CH:9]=[C:2]([Cl:1])[CH:3]=[CH:4][C:5]=3[O:10][CH2:11][S:12]([CH3:14])=[O:13])/[C:21](=[O:25])[NH:22]2)=[CH:18][CH:17]=1. (6) Reactant: [C:1]([NH:11][C@H:12]([C:16]([N:18]1[CH2:25][CH2:24][CH2:23][C@H:19]1[C:20](O)=[O:21])=[O:17])[CH:13]([CH3:15])[CH3:14])([O:3][CH2:4][C:5]1[CH:10]=[CH:9][CH:8]=[CH:7][CH:6]=1)=[O:2].CN(C)CCCN=C=NCC.C(N(CC)CC)C.Cl.[CH3:45][O:46][C:47](=[O:50])[CH2:48][NH2:49]. Product: [CH3:45][O:46][C:47](=[O:50])[CH2:48][NH:49][C:20](=[O:21])[C@@H:19]1[CH2:23][CH2:24][CH2:25][N:18]1[C:16](=[O:17])[C@H:12]([CH:13]([CH3:14])[CH3:15])[NH:11][C:1]([O:3][CH2:4][C:5]1[CH:6]=[CH:7][CH:8]=[CH:9][CH:10]=1)=[O:2]. The catalyst class is: 174. (7) Reactant: C([O:8][C:9]1[CH:20]=[CH:19][C:12]([O:13][CH2:14][CH2:15][N:16]([CH3:18])[CH3:17])=[CH:11][CH:10]=1)C1C=CC=CC=1.Cl. The catalyst class is: 8. Product: [CH3:17][N:16]([CH3:18])[CH2:15][CH2:14][O:13][C:12]1[CH:19]=[CH:20][C:9]([OH:8])=[CH:10][CH:11]=1. (8) Reactant: [H-].[Na+].CCCCCC.[Si:9]([O:16][CH2:17][CH2:18][C@H:19]([OH:41])[CH2:20][O:21][C:22]([C:35]1[CH:40]=[CH:39][CH:38]=[CH:37][CH:36]=1)([C:29]1[CH:34]=[CH:33][CH:32]=[CH:31][CH:30]=1)[C:23]1[CH:28]=[CH:27][CH:26]=[CH:25][CH:24]=1)([C:12]([CH3:15])([CH3:14])[CH3:13])([CH3:11])[CH3:10].CS(O[CH2:47][CH2:48][O:49][Si:50]([C:53]([CH3:56])([CH3:55])[CH3:54])([CH3:52])[CH3:51])(=O)=O. Product: [Si:9]([O:16][CH2:17][CH2:18][C@H:19]([O:41][CH2:47][CH2:48][O:49][Si:50]([C:53]([CH3:56])([CH3:55])[CH3:54])([CH3:52])[CH3:51])[CH2:20][O:21][C:22]([C:23]1[CH:28]=[CH:27][CH:26]=[CH:25][CH:24]=1)([C:29]1[CH:30]=[CH:31][CH:32]=[CH:33][CH:34]=1)[C:35]1[CH:36]=[CH:37][CH:38]=[CH:39][CH:40]=1)([C:12]([CH3:14])([CH3:15])[CH3:13])([CH3:11])[CH3:10]. The catalyst class is: 58. (9) Reactant: C[O:2][C:3]([C:5]([CH3:50])([CH3:49])[CH2:6][O:7][C:8]([N:10]1[C:19]2[C:14](=[N:15][C:16]([O:20][CH3:21])=[CH:17][CH:18]=2)[C@@H:13]([NH:22][C:23]2[N:28]=[C:27]([CH2:29][C:30]3[CH:35]=[C:34]([C:36]([F:39])([F:38])[F:37])[CH:33]=[C:32]([C:40]([F:43])([F:42])[F:41])[CH:31]=3)[C:26]([N:44]([CH3:46])[CH3:45])=[CH:25][N:24]=2)[CH2:12][C@H:11]1[CH2:47][CH3:48])=[O:9])=[O:4].[OH-].[Na+].C(O)(=O)CC(CC(O)=O)(C(O)=O)O. Product: [C:3]([C:5]([CH3:49])([CH3:50])[CH2:6][O:7][C:8]([N:10]1[C:19]2[C:14](=[N:15][C:16]([O:20][CH3:21])=[CH:17][CH:18]=2)[C@@H:13]([NH:22][C:23]2[N:28]=[C:27]([CH2:29][C:30]3[CH:35]=[C:34]([C:36]([F:39])([F:38])[F:37])[CH:33]=[C:32]([C:40]([F:42])([F:41])[F:43])[CH:31]=3)[C:26]([N:44]([CH3:45])[CH3:46])=[CH:25][N:24]=2)[CH2:12][C@H:11]1[CH2:47][CH3:48])=[O:9])([OH:4])=[O:2]. The catalyst class is: 8.